This data is from Reaction yield outcomes from USPTO patents with 853,638 reactions. The task is: Predict the reaction yield, written as a fraction of the theoretical maximum amount of product (1.0 means a 100% yield; for example, 0.34 means a 34% yield). (1) The reactants are Cl.[NH:2]1[CH2:6][CH2:5][CH:4]2[CH2:7][N:8]([CH2:10][C:11]3[CH:26]=[CH:25][C:14]([O:15][C:16]4[S:17][C:18]5[CH:24]=[CH:23][CH:22]=[CH:21][C:19]=5[N:20]=4)=[CH:13][CH:12]=3)[CH2:9][CH:3]12.CCN(CC)CC.C([NH:41][CH2:42][C:43](O)=[O:44])(OC(C)(C)C)=O.Cl.CN(C)CCCN=C=NCC.FC(F)(F)C(O)=O. The catalyst is C(Cl)Cl.CO.CS(C)=O. The product is [NH2:41][CH2:42][C:43]([N:2]1[CH2:6][CH2:5][CH:4]2[CH2:7][N:8]([CH2:10][C:11]3[CH:26]=[CH:25][C:14]([O:15][C:16]4[S:17][C:18]5[CH:24]=[CH:23][CH:22]=[CH:21][C:19]=5[N:20]=4)=[CH:13][CH:12]=3)[CH2:9][CH:3]12)=[O:44]. The yield is 0.350. (2) The reactants are C([C:4]1[CH:9]=[C:8]([O:10][C:11]2[CH:12]=[CH:13][C:14]([NH:17][C:18]([C:20]3[C:24](=[O:25])[N:23]([C:26]4[CH:31]=[CH:30][CH:29]=[CH:28][CH:27]=4)[N:22]4[CH2:32][CH2:33][CH2:34][C:21]=34)=[O:19])=[N:15][CH:16]=2)[CH:7]=[CH:6][N:5]=1)(=O)N.CCOC(C)=O.CC#[N:43].C(OI(C1C=CC=CC=1)OC(=O)C)(=O)C. The catalyst is O. The product is [NH2:43][C:4]1[CH:9]=[C:8]([O:10][C:11]2[CH:12]=[CH:13][C:14]([NH:17][C:18]([C:20]3[C:24](=[O:25])[N:23]([C:26]4[CH:31]=[CH:30][CH:29]=[CH:28][CH:27]=4)[N:22]4[CH2:32][CH2:33][CH2:34][C:21]=34)=[O:19])=[N:15][CH:16]=2)[CH:7]=[CH:6][N:5]=1. The yield is 0.280. (3) The reactants are Br[C:2]1[CH:3]=[C:4]([S:8]([NH:11][C:12]2[CH:20]=[CH:19][C:15]([C:16]([OH:18])=[O:17])=[C:14]([OH:21])[CH:13]=2)(=[O:10])=[O:9])[S:5][C:6]=1[Cl:7].CC1(C)C(C)(C)OB([C:30]2[CH:35]=[CH:34][CH:33]=[CH:32][C:31]=2[OH:36])O1.CCN(C(C)C)C(C)C.C([O-])([O-])=O.[Na+].[Na+]. The catalyst is O1CCOCC1.C1C=CC(P(C2C=CC=CC=2)[C-]2C=CC=C2)=CC=1.C1C=CC(P(C2C=CC=CC=2)[C-]2C=CC=C2)=CC=1.Cl[Pd]Cl.[Fe+2].C(Cl)Cl. The product is [Cl:7][C:6]1[S:5][C:4]([S:8]([NH:11][C:12]2[CH:20]=[CH:19][C:15]([C:16]([OH:18])=[O:17])=[C:14]([OH:21])[CH:13]=2)(=[O:10])=[O:9])=[CH:3][C:2]=1[C:30]1[CH:35]=[CH:34][CH:33]=[CH:32][C:31]=1[OH:36]. The yield is 0.240. (4) The reactants are C(NC(C)C)(C)C.C([Li])CCC.[CH3:13][O:14][CH2:15][CH2:16][N:17]1[CH:22]=[CH:21][C:20](=[O:23])[NH:19][C:18]1=[S:24].[I:25]I. The catalyst is C1COCC1.[Cl-].[NH4+]. The product is [I:25][C:22]1[N:17]([CH2:16][CH2:15][O:14][CH3:13])[C:18](=[S:24])[NH:19][C:20](=[O:23])[CH:21]=1. The yield is 0.540. (5) The reactants are Cl[CH:2](Cl)[C:3]1[N:4]=[C:5]2[CH:10]=[CH:9][CH:8]=[C:7]([F:11])[N:6]2[CH:12]=1.C([O-])(=[O:16])C.[Na+]. The catalyst is C(O)C.O. The product is [F:11][C:7]1[N:6]2[CH:12]=[C:3]([CH:2]=[O:16])[N:4]=[C:5]2[CH:10]=[CH:9][CH:8]=1. The yield is 0.520.